Dataset: Catalyst prediction with 721,799 reactions and 888 catalyst types from USPTO. Task: Predict which catalyst facilitates the given reaction. (1) Reactant: [Cl:1][C:2]1[CH:7]=[CH:6][CH:5]=[CH:4][C:3]=1[C:8]1[NH:13][C:12](=[O:14])[C:11]([C:15](=[O:18])[CH2:16][CH3:17])=[CH:10][C:9]=1[C:19]1[CH:24]=[CH:23][C:22]([Cl:25])=[CH:21][CH:20]=1.[CH:26](=O)[CH:27](C)[CH3:28].N1CCC[CH2:32]1.C(#N)C. Product: [Cl:1][C:2]1[CH:7]=[CH:6][CH:5]=[CH:4][C:3]=1[C:8]1[N:13]=[C:12]2[O:14][CH:17]([CH:27]([CH3:28])[CH3:26])[CH:16]([CH3:32])[C:15](=[O:18])[C:11]2=[CH:10][C:9]=1[C:19]1[CH:20]=[CH:21][C:22]([Cl:25])=[CH:23][CH:24]=1. The catalyst class is: 25. (2) Product: [C:1]([O:5][C:6]([N:8]1[CH2:13][CH2:12][N:11]([C:14]2[N:15]=[N:16][C:17]([C:27]([F:30])([F:29])[F:28])=[C:18]([C:20]3[CH:25]=[CH:24][C:23]([C:50]4[CH:55]=[CH:54][C:53]([F:56])=[CH:52][CH:51]=4)=[CH:22][CH:21]=3)[CH:19]=2)[CH2:10][CH2:9]1)=[O:7])([CH3:4])([CH3:3])[CH3:2]. The catalyst class is: 346. Reactant: [C:1]([O:5][C:6]([N:8]1[CH2:13][CH2:12][N:11]([C:14]2[N:15]=[N:16][C:17]([C:27]([F:30])([F:29])[F:28])=[C:18]([C:20]3[CH:25]=[CH:24][C:23](Br)=[CH:22][CH:21]=3)[CH:19]=2)[CH2:10][CH2:9]1)=[O:7])([CH3:4])([CH3:3])[CH3:2].C(OC(N1CCN(C2N=NC(C(F)(F)F)=C([C:50]3[CH:55]=[CH:54][C:53]([F:56])=[CH:52][CH:51]=3)C=2)CC1)=O)(C)(C)C.FC1C=CC(B(O)O)=CC=1.P([O-])([O-])([O-])=O.[K+].[K+].[K+].